Dataset: Peptide-MHC class I binding affinity with 185,985 pairs from IEDB/IMGT. Task: Regression. Given a peptide amino acid sequence and an MHC pseudo amino acid sequence, predict their binding affinity value. This is MHC class I binding data. (1) The binding affinity (normalized) is 0.213. The MHC is HLA-A66:01 with pseudo-sequence HLA-A66:01. The peptide sequence is RRRKGWIPL. (2) The peptide sequence is ILLRKGHVF. The MHC is HLA-B08:01 with pseudo-sequence HLA-B08:01. The binding affinity (normalized) is 0.568. (3) The peptide sequence is NHHNVELSL. The MHC is HLA-B38:01 with pseudo-sequence HLA-B38:01. The binding affinity (normalized) is 0.632. (4) The binding affinity (normalized) is 0.974. The peptide sequence is ILMTHFFSI. The MHC is HLA-A02:01 with pseudo-sequence HLA-A02:01. (5) The peptide sequence is LLFLKVPA. The MHC is HLA-A02:06 with pseudo-sequence HLA-A02:06. The binding affinity (normalized) is 0.122. (6) The peptide sequence is AEIVDTVSAL. The MHC is HLA-B40:01 with pseudo-sequence HLA-B40:01. The binding affinity (normalized) is 0.988.